Task: Predict the product of the given reaction.. Dataset: Forward reaction prediction with 1.9M reactions from USPTO patents (1976-2016) (1) Given the reactants [CH3:1][C:2]1[N:7]=[C:6]([N:8]([C:16]([O:18][C:19]([CH3:22])([CH3:21])[CH3:20])=[O:17])[C:9]([O:11][C:12]([CH3:15])([CH3:14])[CH3:13])=[O:10])[CH:5]=[C:4]([C:23]2[CH:28]=[CH:27][N:26]=[CH:25][C:24]=2[NH2:29])[CH:3]=1.[NH2:30][C:31]1[C:32]([C:38](O)=[O:39])=[N:33][C:34]([Br:37])=[CH:35][CH:36]=1.C(Cl)CCl.C1C=NC2N(O)N=NC=2C=1, predict the reaction product. The product is: [NH2:30][C:31]1[C:32]([C:38]([NH:29][C:24]2[CH:25]=[N:26][CH:27]=[CH:28][C:23]=2[C:4]2[CH:3]=[C:2]([CH3:1])[N:7]=[C:6]([N:8]([C:16]([O:18][C:19]([CH3:22])([CH3:20])[CH3:21])=[O:17])[C:9]([O:11][C:12]([CH3:13])([CH3:14])[CH3:15])=[O:10])[CH:5]=2)=[O:39])=[N:33][C:34]([Br:37])=[CH:35][CH:36]=1. (2) Given the reactants [CH3:1][N:2]1[C@@H:19]2[CH2:20][C:7]3[CH:8]=[CH:9][C:10]([O:22][CH3:23])=[C:11]4[O:12][C@H:13]5[C:14]([CH2:16][CH2:17][C@:18]2([OH:21])[C@:5]5([C:6]=34)[CH2:4][CH2:3]1)=[O:15].Cl.CCC(C1C(OC(NC)=O)=CC=CC=1)C.C([O-])(=O)CCCCCCCCCCCCCCCCC.[Mg+2].C([O-])(=O)CCCCCCCCCCCCCCCCC, predict the reaction product. The product is: [CH3:1][N:2]1[C@@H:19]2[CH2:20][C:7]3[CH:8]=[CH:9][C:10]([O:22][CH3:23])=[C:11]4[O:12][C@H:13]5[C:14]([CH2:16][CH2:17][C@:18]2([OH:21])[C@:5]5([C:6]=34)[CH2:4][CH2:3]1)=[O:15]. (3) Given the reactants [CH2:1]([NH:3][C:4](=[O:43])[NH:5][C:6]1[N:11]=[CH:10][C:9]([C:12]2[CH:13]=[C:14]3[C:19](=[CH:20][CH:21]=2)[N:18]([C@@H:22]([CH:25]([CH3:27])[CH3:26])[CH2:23][OH:24])[CH:17]=[C:16]([C:28]([O:30]CC)=[O:29])[C:15]3=[O:33])=[C:8]([C:34]2[S:35][CH:36]=[C:37]([C:39]([F:42])([F:41])[F:40])[N:38]=2)[CH:7]=1)[CH3:2].[OH-].[Li+].Cl, predict the reaction product. The product is: [CH2:1]([NH:3][C:4](=[O:43])[NH:5][C:6]1[N:11]=[CH:10][C:9]([C:12]2[CH:13]=[C:14]3[C:19](=[CH:20][CH:21]=2)[N:18]([C@@H:22]([CH:25]([CH3:27])[CH3:26])[CH2:23][OH:24])[CH:17]=[C:16]([C:28]([OH:30])=[O:29])[C:15]3=[O:33])=[C:8]([C:34]2[S:35][CH:36]=[C:37]([C:39]([F:40])([F:42])[F:41])[N:38]=2)[CH:7]=1)[CH3:2]. (4) Given the reactants CO[C:3]([C:5]1[N:6]=[C:7]2[CH:16]=[CH:15][C:14]([Br:17])=[CH:13][N:8]2[C:9](=[O:12])[C:10]=1[OH:11])=[O:4].[F:18][C:19]1[CH:26]=[CH:25][C:22]([CH2:23][NH2:24])=[CH:21][CH:20]=1, predict the reaction product. The product is: [F:18][C:19]1[CH:26]=[CH:25][C:22]([CH2:23][NH:24][C:3]([C:5]2[N:6]=[C:7]3[CH:16]=[CH:15][C:14]([Br:17])=[CH:13][N:8]3[C:9](=[O:12])[C:10]=2[OH:11])=[O:4])=[CH:21][CH:20]=1. (5) Given the reactants [CH2:1]([N:8]([CH2:32][CH2:33][CH2:34][CH2:35][CH2:36][CH3:37])[C:9](=[O:31])[CH2:10][C:11]1[CH:28]=[CH:27][C:14]([O:15][CH2:16][C:17]2[CH:26]=[CH:25][CH:24]=[CH:23][C:18]=2[C:19]([O:21]C)=[O:20])=[C:13]([O:29][CH3:30])[CH:12]=1)[C:2]1[CH:7]=[CH:6][CH:5]=[CH:4][CH:3]=1.[OH-].[Li+].Cl, predict the reaction product. The product is: [CH2:1]([N:8]([CH2:32][CH2:33][CH2:34][CH2:35][CH2:36][CH3:37])[C:9](=[O:31])[CH2:10][C:11]1[CH:28]=[CH:27][C:14]([O:15][CH2:16][C:17]2[CH:26]=[CH:25][CH:24]=[CH:23][C:18]=2[C:19]([OH:21])=[O:20])=[C:13]([O:29][CH3:30])[CH:12]=1)[C:2]1[CH:7]=[CH:6][CH:5]=[CH:4][CH:3]=1. (6) Given the reactants C(O[BH-](OC(=O)C)OC(=O)C)(=O)C.[Na+].[F:15][C:16]1[CH:17]=[C:18]2[C:22](=[CH:23][C:24]=1[F:25])[NH:21][CH:20]=[C:19]2[CH:26]=O.[CH2:28]([NH:30][CH2:31][CH3:32])[CH3:29], predict the reaction product. The product is: [F:15][C:16]1[CH:17]=[C:18]2[C:22](=[CH:23][C:24]=1[F:25])[NH:21][CH:20]=[C:19]2[CH2:26][N:30]([CH2:31][CH3:32])[CH2:28][CH3:29]. (7) Given the reactants C(O)(=O)C.[CH:5]([NH2:7])=[NH:6].O=[C:9]([CH2:15][CH3:16])[CH2:10][C:11](OC)=[O:12].C[O-].[Na+].O, predict the reaction product. The product is: [CH2:15]([C:9]1[CH:10]=[C:11]([OH:12])[N:7]=[CH:5][N:6]=1)[CH3:16]. (8) Given the reactants Cl.[CH2:2]([C:9]1[C:13]2[C:14]([O:18][CH2:19][C:20]3[CH:25]=[CH:24][C:23]([F:26])=[CH:22][CH:21]=3)=[N:15][CH:16]=[CH:17][C:12]=2[NH:11][C:10]=1[CH3:27])[C:3]1[CH:8]=[CH:7][CH:6]=[CH:5][CH:4]=1.C(=O)(O)[O-].[Na+], predict the reaction product. The product is: [CH2:2]([C:9]1[C:13]2[C:14]([O:18][CH2:19][C:20]3[CH:21]=[CH:22][C:23]([F:26])=[CH:24][CH:25]=3)=[N:15][CH:16]=[CH:17][C:12]=2[NH:11][C:10]=1[CH3:27])[C:3]1[CH:4]=[CH:5][CH:6]=[CH:7][CH:8]=1. (9) Given the reactants [CH2:1]([O:3][CH2:4][C:5]1[N:6]([CH2:19][C:20]([OH:23])([CH3:22])[CH3:21])[C:7]2[C:16]3[CH:15]=[CH:14][C:13]([OH:17])=[CH:12][C:11]=3[N:10]=[CH:9][C:8]=2[N:18]=1)[CH3:2].C1(P(C2C=CC=CC=2)C2C=CC=CC=2)C=CC=CC=1.O[CH:44]1[CH2:49][CH2:48][N:47]([C:50]([O:52][C:53]([CH3:56])([CH3:55])[CH3:54])=[O:51])[CH2:46][CH2:45]1.N(C(OC(C)C)=O)=NC(OC(C)C)=O, predict the reaction product. The product is: [CH2:1]([O:3][CH2:4][C:5]1[N:6]([CH2:19][C:20]([OH:23])([CH3:22])[CH3:21])[C:7]2[C:16]3[CH:15]=[CH:14][C:13]([O:17][CH:44]4[CH2:49][CH2:48][N:47]([C:50]([O:52][C:53]([CH3:56])([CH3:55])[CH3:54])=[O:51])[CH2:46][CH2:45]4)=[CH:12][C:11]=3[N:10]=[CH:9][C:8]=2[N:18]=1)[CH3:2].